This data is from Peptide-MHC class II binding affinity with 134,281 pairs from IEDB. The task is: Regression. Given a peptide amino acid sequence and an MHC pseudo amino acid sequence, predict their binding affinity value. This is MHC class II binding data. The MHC is DRB5_0101 with pseudo-sequence DRB5_0101. The binding affinity (normalized) is 0.147. The peptide sequence is IFAIFRQDSSSTGWN.